Dataset: Full USPTO retrosynthesis dataset with 1.9M reactions from patents (1976-2016). Task: Predict the reactants needed to synthesize the given product. (1) Given the product [C:20]([NH:4][C:5]1[C:6]([C:10]#[N:11])=[CH:7][NH:8][N:9]=1)([C:21]1[CH:26]=[CH:25][CH:24]=[CH:23][CH:22]=1)([C:33]1[CH:34]=[CH:35][CH:36]=[CH:37][CH:38]=1)[C:27]1[CH:28]=[CH:29][CH:30]=[CH:31][CH:32]=1, predict the reactants needed to synthesize it. The reactants are: C(#N)C.[NH2:4][C:5]1[NH:9][N:8]=[CH:7][C:6]=1[C:10]#[N:11].C(N(CC)CC)C.Br[C:20]([C:33]1[CH:38]=[CH:37][CH:36]=[CH:35][CH:34]=1)([C:27]1[CH:32]=[CH:31][CH:30]=[CH:29][CH:28]=1)[C:21]1[CH:26]=[CH:25][CH:24]=[CH:23][CH:22]=1. (2) Given the product [OH:33][C@H:32]([C:23]1[CH:24]=[CH:25][C:26]2[C:27](=[O:31])[O:28][CH2:29][C:30]=2[C:22]=1[CH3:21])[CH2:34][N:18]1[CH2:19][CH2:20][CH:15]([CH:2]([OH:1])[CH2:3][C:4]2[CH:13]=[CH:12][C:7]3[C:8](=[O:11])[O:9][CH2:10][C:6]=3[C:5]=2[CH3:14])[CH2:16][CH2:17]1, predict the reactants needed to synthesize it. The reactants are: [OH:1][CH:2]([CH:15]1[CH2:20][CH2:19][NH:18][CH2:17][CH2:16]1)[CH2:3][C:4]1[CH:13]=[CH:12][C:7]2[C:8](=[O:11])[O:9][CH2:10][C:6]=2[C:5]=1[CH3:14].[CH3:21][C:22]1[C:30]2[CH2:29][O:28][C:27](=[O:31])[C:26]=2[CH:25]=[CH:24][C:23]=1[C@@H:32]1[CH2:34][O:33]1. (3) Given the product [F:1][C:2]1[CH:3]=[C:4]([N:9]2[CH:18]=[CH:17][C:16]3[C:11](=[C:12]([OH:21])[CH:13]=[C:14]([O:19][CH3:20])[CH:15]=3)[C:10]2=[O:23])[CH:5]=[CH:6][C:7]=1[OH:8], predict the reactants needed to synthesize it. The reactants are: [F:1][C:2]1[CH:3]=[C:4]([N:9]2[CH:18]=[CH:17][C:16]3[C:11](=[C:12]([O:21]C)[CH:13]=[C:14]([O:19][CH3:20])[CH:15]=3)[C:10]2=[O:23])[CH:5]=[CH:6][C:7]=1[OH:8].B(Br)(Br)Br. (4) Given the product [C:1]([C:3]1[CH:4]=[C:5]([CH:9]=[CH:10][CH:11]=1)[C:6]([NH:14][CH3:13])=[O:7])#[CH:2], predict the reactants needed to synthesize it. The reactants are: [C:1]([C:3]1[CH:4]=[C:5]([CH:9]=[CH:10][CH:11]=1)[C:6](O)=[O:7])#[CH:2].C[CH2:13][N:14](C(C)C)C(C)C.C1C=CC2N(O)N=NC=2C=1.CCN=C=NCCCN(C)C.CN.C1COCC1.C(OC(C)C)(C)C.